Dataset: Catalyst prediction with 721,799 reactions and 888 catalyst types from USPTO. Task: Predict which catalyst facilitates the given reaction. (1) Reactant: C(NC(C)C)(C)C.[Li]CCCC.[C:13]([N:20]1[CH2:25][CH2:24][C:23](=[O:26])[CH2:22][CH2:21]1)([O:15][C:16]([CH3:19])([CH3:18])[CH3:17])=[O:14].C1(N[S:34]([C:37]([F:40])([F:39])[F:38])(=[O:36])=[O:35])C=CC=CC=1. Product: [C:13]([N:20]1[CH2:25][CH2:24][C:23]([O:26][S:34]([C:37]([F:40])([F:39])[F:38])(=[O:36])=[O:35])=[CH:22][CH2:21]1)([O:15][C:16]([CH3:19])([CH3:18])[CH3:17])=[O:14]. The catalyst class is: 1. (2) Reactant: [Cl-].[CH3:2][O:3][CH2:4][P+](C1C=CC=CC=1)(C1C=CC=CC=1)C1C=CC=CC=1.[CH3:24][Si]([N-][Si](C)(C)C)(C)C.[Na+].[Cl:34][C:35]1[CH:36]=[C:37]([C:45]2[O:49][N:48]=[C:47]([C:50]3[CH:51]=[CH:52][CH:53]=[C:54]4[C:58]=3[N:57]([CH3:59])[CH:56]=[C:55]4C=O)[N:46]=2)[CH:38]=[CH:39][C:40]=1[O:41][CH:42]([CH3:44])[CH3:43]. Product: [Cl:34][C:35]1[CH:36]=[C:37]([C:45]2[O:49][N:48]=[C:47]([C:50]3[CH:51]=[CH:52][CH:53]=[C:54]4[C:58]=3[N:57]([CH3:59])[CH:56]=[C:55]4/[CH:24]=[CH:4]/[O:3][CH3:2])[N:46]=2)[CH:38]=[CH:39][C:40]=1[O:41][CH:42]([CH3:43])[CH3:44]. The catalyst class is: 16.